From a dataset of Reaction yield outcomes from USPTO patents with 853,638 reactions. Predict the reaction yield, written as a fraction of the theoretical maximum amount of product (1.0 means a 100% yield; for example, 0.34 means a 34% yield). (1) The reactants are Br[CH2:2][CH2:3][O:4][C:5]1[CH:10]=[CH:9][C:8]([C:11]2[N:12]([CH2:24][CH3:25])[C:13]3[C:18]([C:19]=2[C:20]#[N:21])=[CH:17][CH:16]=[C:15]([O:22][CH3:23])[CH:14]=3)=[CH:7][CH:6]=1.[N-:26]=[N+:27]=[N-:28].[Na+]. The catalyst is CO. The product is [N:26]([CH2:2][CH2:3][O:4][C:5]1[CH:10]=[CH:9][C:8]([C:11]2[N:12]([CH2:24][CH3:25])[C:13]3[C:18]([C:19]=2[C:20]#[N:21])=[CH:17][CH:16]=[C:15]([O:22][CH3:23])[CH:14]=3)=[CH:7][CH:6]=1)=[N+:27]=[N-:28]. The yield is 0.800. (2) The reactants are C1N=CN(C(N2C=NC=C2)=O)C=1.[CH2:13]([O:18][CH2:19][CH2:20][O:21][C:22]1[CH:30]=[CH:29][C:25]([C:26](O)=[O:27])=[CH:24][C:23]=1[C:31]([F:34])([F:33])[F:32])[CH2:14][CH2:15][CH2:16][CH3:17].[NH2:35][NH2:36]. The catalyst is C1COCC1.[Cl-].[Na+].O. The product is [CH2:13]([O:18][CH2:19][CH2:20][O:21][C:22]1[CH:30]=[CH:29][C:25]([C:26]([NH:35][NH2:36])=[O:27])=[CH:24][C:23]=1[C:31]([F:34])([F:33])[F:32])[CH2:14][CH2:15][CH2:16][CH3:17]. The yield is 1.47. (3) The reactants are [NH2:1][C:2]1[CH:7]=[CH:6][C:5]([N:8]2[CH2:13][CH2:12][N:11]([C:14]([C:16]3[CH:21]=[CH:20][CH:19]=[CH:18][CH:17]=3)=[O:15])[CH2:10][CH2:9]2)=[CH:4][C:3]=1[N:22]([CH2:30][C:31]1[CH:36]=[CH:35][CH:34]=[CH:33][CH:32]=1)[CH2:23][C:24]1[CH:29]=[CH:28][CH:27]=[CH:26][CH:25]=1.[N-:37]=[N+:38]=[N-:39].[Na+].[CH3:41]OC(OC)OC. The catalyst is CC(O)=O. The product is [CH2:23]([N:22]([CH2:30][C:31]1[CH:36]=[CH:35][CH:34]=[CH:33][CH:32]=1)[C:3]1[CH:4]=[C:5]([N:8]2[CH2:13][CH2:12][N:11]([C:14]([C:16]3[CH:21]=[CH:20][CH:19]=[CH:18][CH:17]=3)=[O:15])[CH2:10][CH2:9]2)[CH:6]=[CH:7][C:2]=1[N:1]1[CH:41]=[N:39][N:38]=[N:37]1)[C:24]1[CH:25]=[CH:26][CH:27]=[CH:28][CH:29]=1. The yield is 0.950. (4) The reactants are [CH2:1]([N:3]([CH2:33][CH3:34])[CH2:4][CH2:5][N:6]([CH3:32])[C:7]([C:9]1[S:17][C:16]2[CH:15]=[C:14]([CH3:18])[N:13]([CH2:19][C:20](=[O:27])[C:21]3[CH:26]=[CH:25][CH:24]=[CH:23][CH:22]=3)[C:12](=[O:28])[C:11]=2[C:10]=1[O:29][CH2:30][CH3:31])=[O:8])[CH3:2].C(OC(=O)C)C.[ClH:41]. The catalyst is C(OCC)(=O)C. The product is [ClH:41].[CH2:33]([N:3]([CH2:1][CH3:2])[CH2:4][CH2:5][N:6]([CH3:32])[C:7]([C:9]1[S:17][C:16]2[CH:15]=[C:14]([CH3:18])[N:13]([CH2:19][C:20](=[O:27])[C:21]3[CH:22]=[CH:23][CH:24]=[CH:25][CH:26]=3)[C:12](=[O:28])[C:11]=2[C:10]=1[O:29][CH2:30][CH3:31])=[O:8])[CH3:34]. The yield is 0.560. (5) The reactants are [CH2:1]([N:8]1[CH:21]=[C:20]([Si](C)(C)C)[C:11]2[C:12]3[CH:18]=[C:17]([CH3:19])[CH:16]=[N:15][C:13]=3[NH:14][C:10]=2[C:9]1=[O:26])[C:2]1[CH:7]=[CH:6][CH:5]=[CH:4][CH:3]=1.[I:27]I. The catalyst is C(O)C.F[B-](F)(F)F.[Ag+]. The product is [CH2:1]([N:8]1[CH:21]=[C:20]([I:27])[C:11]2[C:12]3[CH:18]=[C:17]([CH3:19])[CH:16]=[N:15][C:13]=3[NH:14][C:10]=2[C:9]1=[O:26])[C:2]1[CH:7]=[CH:6][CH:5]=[CH:4][CH:3]=1. The yield is 0.870. (6) The reactants are [F:1][C:2]([F:17])([F:16])[O:3][C:4]1[CH:9]=[CH:8][C:7]([C:10]#[C:11][CH2:12][CH2:13][CH2:14][OH:15])=[CH:6][CH:5]=1.CCN(CC)CC.[CH3:25][S:26](Cl)(=[O:28])=[O:27].O. The catalyst is ClCCl. The product is [F:1][C:2]([F:16])([F:17])[O:3][C:4]1[CH:5]=[CH:6][C:7]([C:10]#[C:11][CH2:12][CH2:13][CH2:14][O:15][S:26]([CH3:25])(=[O:28])=[O:27])=[CH:8][CH:9]=1. The yield is 0.930. (7) The reactants are Br[C:2]1[N:7]=[C:6]2[N:8]([CH3:11])[CH:9]=[N:10][C:5]2=[CH:4][CH:3]=1.[CH2:12]1[C:21]2[C:16](=[CH:17][CH:18]=[CH:19][CH:20]=2)[CH2:15][CH2:14][N:13]1[CH2:22][CH:23]([OH:41])[CH2:24][NH:25][C:26]1[CH:31]=[C:30](B2OC(C)(C)C(C)(C)O2)[CH:29]=[CH:28][N:27]=1.C([O-])([O-])=O.[K+].[K+].O1CCOCC1. The catalyst is C1C=CC(P(C2C=CC=CC=2)[C-]2C=CC=C2)=CC=1.C1C=CC(P(C2C=CC=CC=2)[C-]2C=CC=C2)=CC=1.Cl[Pd]Cl.[Fe+2].O. The product is [CH2:12]1[C:21]2[C:16](=[CH:17][CH:18]=[CH:19][CH:20]=2)[CH2:15][CH2:14][N:13]1[CH2:22][CH:23]([OH:41])[CH2:24][NH:25][C:26]1[CH:31]=[C:30]([C:2]2[N:7]=[C:6]3[N:8]([CH3:11])[CH:9]=[N:10][C:5]3=[CH:4][CH:3]=2)[CH:29]=[CH:28][N:27]=1. The yield is 0.267. (8) The reactants are [N:1]12[CH2:8][CH2:7][CH:4]([CH2:5][CH2:6]1)[CH:3]([CH2:9][C:10]([OH:12])=O)[CH2:2]2.[CH3:13][O:14][C:15]1[CH:16]=[C:17]([C:21]([NH2:24])([CH3:23])[CH3:22])[CH:18]=[CH:19][CH:20]=1. No catalyst specified. The product is [CH3:13][O:14][C:15]1[CH:16]=[C:17]([C:21]([NH:24][C:10](=[O:12])[CH2:9][CH:3]2[CH:4]3[CH2:5][CH2:6][N:1]([CH2:8][CH2:7]3)[CH2:2]2)([CH3:22])[CH3:23])[CH:18]=[CH:19][CH:20]=1. The yield is 0.400. (9) The reactants are COC1C=CC(C[N:8](CC2C=CC(OC)=CC=2)[C:9]2[N:14]=[C:13]([CH3:15])[N:12]=[C:11]([C:16]3[C:17]([NH:22][C:23]4[CH:24]=[N:25][CH:26]=[C:27]([CH3:29])[CH:28]=4)=[N:18][CH:19]=[CH:20][CH:21]=3)[N:10]=2)=CC=1. The catalyst is C(O)(C(F)(F)F)=O. The product is [CH3:15][C:13]1[N:12]=[C:11]([C:16]2[C:17]([NH:22][C:23]3[CH:24]=[N:25][CH:26]=[C:27]([CH3:29])[CH:28]=3)=[N:18][CH:19]=[CH:20][CH:21]=2)[N:10]=[C:9]([NH2:8])[N:14]=1. The yield is 0.396.